This data is from Full USPTO retrosynthesis dataset with 1.9M reactions from patents (1976-2016). The task is: Predict the reactants needed to synthesize the given product. (1) Given the product [Br:1][C:2]1[C:3]2[O:10][C:12]([C:13]([OH:15])=[O:14])=[CH:5][C:4]=2[CH:7]=[CH:8][CH:9]=1, predict the reactants needed to synthesize it. The reactants are: [Br:1][C:2]1[C:3]([OH:10])=[C:4]([CH:7]=[CH:8][CH:9]=1)[CH:5]=O.Cl[CH2:12][C:13]([O:15]C)=[O:14].C(=O)([O-])[O-].[K+].[K+].[OH-].[K+]. (2) The reactants are: Cl.[NH2:2][CH2:3][C:4]([O:6][CH2:7][CH3:8])=[O:5].C([O-])([O-])=O.[K+].[K+].[C:15]([O:19][CH2:20][CH3:21])(=[O:18])[CH:16]=[CH2:17]. Given the product [CH2:20]([O:19][C:15](=[O:18])[CH2:16][CH2:17][NH:2][CH2:3][C:4]([O:6][CH2:7][CH3:8])=[O:5])[CH3:21], predict the reactants needed to synthesize it. (3) Given the product [Br:12][C:13]1[CH:14]=[CH:15][C:16]([N:19]([C:20](=[O:29])/[CH:21]=[CH:22]/[C:23]2[CH:24]=[CH:25][CH:26]=[CH:27][CH:28]=2)[CH2:30][C:31]([N:44]2[CH2:45][CH2:46][C@H:42]([NH:41][C:39](=[O:40])[O:38][C:34]([CH3:36])([CH3:35])[CH3:37])[CH2:43]2)=[O:33])=[CH:17][CH:18]=1, predict the reactants needed to synthesize it. The reactants are: C(N=C=NCCCN(C)C)C.[Br:12][C:13]1[CH:18]=[CH:17][C:16]([N:19]([CH2:30][C:31]([OH:33])=O)[C:20](=[O:29])/[CH:21]=[CH:22]/[C:23]2[CH:28]=[CH:27][CH:26]=[CH:25][CH:24]=2)=[CH:15][CH:14]=1.[C:34]([O:38][C:39]([NH:41][C@H:42]1[CH2:46][CH2:45][NH:44][CH2:43]1)=[O:40])([CH3:37])([CH3:36])[CH3:35].ON1C2N=CC=CC=2N=N1.CN1CCOCC1. (4) Given the product [CH3:23][O:25][CH2:26][C:27]1[N:17]2[CH2:16][C@@H:15]([CH2:14][O:13][C:12]3[CH:21]=[CH:22][C:9]([C:2]([CH3:1])([CH3:8])[CH2:3][C:4]([CH3:5])([CH3:6])[CH3:7])=[CH:10][CH:11]=3)[O:19][C:18]2=[N:20][C:29](=[O:30])[CH:28]=1, predict the reactants needed to synthesize it. The reactants are: [CH3:1][C:2]([C:9]1[CH:22]=[CH:21][C:12]([O:13][CH2:14][C@H:15]2[O:19][C:18]([NH2:20])=[N:17][CH2:16]2)=[CH:11][CH:10]=1)([CH3:8])[CH2:3][C:4]([CH3:7])([CH3:6])[CH3:5].[CH2:23]([O:25][C:26](=O)[C:27]#[C:28][CH2:29][O:30]C)C. (5) Given the product [Cl:13][C:11]1[C:10]([C:14]([F:17])([F:16])[F:15])=[CH:9][N:8]=[C:7]([NH:18][C:19]2[CH:20]=[N:21][N:22]([C:24]([O:26][C:27]([CH3:30])([CH3:29])[CH3:28])=[O:25])[CH:23]=2)[N:12]=1, predict the reactants needed to synthesize it. The reactants are: CCOCC.Cl[C:7]1[N:12]=[C:11]([Cl:13])[C:10]([C:14]([F:17])([F:16])[F:15])=[CH:9][N:8]=1.[NH2:18][C:19]1[CH:20]=[N:21][N:22]([C:24]([O:26][C:27]([CH3:30])([CH3:29])[CH3:28])=[O:25])[CH:23]=1.C(N(CC)CC)C.